Dataset: Cav3 T-type calcium channel HTS with 100,875 compounds. Task: Binary Classification. Given a drug SMILES string, predict its activity (active/inactive) in a high-throughput screening assay against a specified biological target. (1) The compound is O(c1c2c(n(c(=O)c1)C)cccc2)CC(=O)N(c1cc(ccc1)C)C. The result is 0 (inactive). (2) The molecule is O(C(=O)c1c(N(CC)CC)nc(n2nc(cc2C)C)nc1)CC. The result is 0 (inactive). (3) The molecule is S(=O)(=O)(N1CC(CCC1)C(=O)NCCC(C)C)c1ccc(F)cc1. The result is 0 (inactive). (4) The compound is S(c1n2c(cc(nc2nn1)C)C)CC(=O)/C(=c1\[nH]c2c([nH]1)cccc2)C#N. The result is 0 (inactive). (5) The compound is s1c2n(cc(n2)CC(=O)Nc2c(OCC)cc(N3CCOCC3)c(OCC)c2)cc1. The result is 0 (inactive). (6) The compound is OC(=O)CNC1=NC2(C(CCCC2)c2c1cccc2)C. The result is 0 (inactive).